Dataset: Forward reaction prediction with 1.9M reactions from USPTO patents (1976-2016). Task: Predict the product of the given reaction. Given the reactants [Cl:1][C:2]1[CH:7]=[CH:6][C:5]([N:8]2[C:12]([CH3:13])=[CH:11][C:10]([C:14]([NH:16][CH2:17]CC3C=CC(Cl)=CC=3)=[O:15])=[N:9]2)=[CH:4][CH:3]=1.[CH3:26][C:27]1[CH:34]=[CH:33][CH:32]=[CH:31][C:28]=1CN, predict the reaction product. The product is: [Cl:1][C:2]1[CH:7]=[CH:6][C:5]([N:8]2[C:12]([CH3:13])=[CH:11][C:10]([C:14]([NH:16][CH2:17][C:28]3[CH:31]=[CH:32][CH:33]=[CH:34][C:27]=3[CH3:26])=[O:15])=[N:9]2)=[CH:4][CH:3]=1.